From a dataset of Drug-target binding data from BindingDB using IC50 measurements. Regression. Given a target protein amino acid sequence and a drug SMILES string, predict the binding affinity score between them. We predict pIC50 (pIC50 = -log10(IC50 in M); higher means more potent). Dataset: bindingdb_ic50. The small molecule is c1cc(Cn2ccc(=[N+]3CCCC3)cc2)cc(Cn2ccc(=[N+]3CCCC3)cc2)c1. The target protein (P35790) has sequence MKTKFCTGGEAEPSPLGLLLSCGSGSAAPAPGVGQQRDAASDLESKQLGGQQPPLALPPPPPLPLPLPLPQPPPPQPPADEQPEPRTRRRAYLWCKEFLPGAWRGLREDEFHISVIRGGLSNMLFQCSLPDTTATLGDEPRKVLLRLYGAILQMRSCNKEGSEQAQKENEFQGAEAMVLESVMFAILAERSLGPKLYGIFPQGRLEQFIPSRRLDTEELSLPDISAEIAEKMATFHGMKMPFNKEPKWLFGTMEKYLKEVLRIKFTEESRIKKLHKLLSYNLPLELENLRSLLESTPSPVVFCHNDCQEGNILLLEGRENSEKQKLMLIDFEYSSYNYRGFDIGNHFCEWMYDYSYEKYPFFRANIRKYPTKKQQLHFISSYLPAFQNDFENLSTEEKSIIKEEMLLEVNRFALASHFLWGLWSIVQAKISSIEFGYMDYAQARFDAYFHQKRKLGV. The pIC50 is 4.1.